Predict the product of the given reaction. From a dataset of Forward reaction prediction with 1.9M reactions from USPTO patents (1976-2016). Given the reactants [Cl:1][C:2]1[S:6][C:5]([CH2:7][OH:8])=[CH:4][C:3]=1[CH:9]1[C:18]2[CH:17]=[C:16]([Cl:19])[N:15]=[CH:14][C:13]=2[CH2:12][CH2:11][O:10]1, predict the reaction product. The product is: [Cl:1][C:2]1[S:6][C:5]([CH:7]=[O:8])=[CH:4][C:3]=1[CH:9]1[C:18]2[CH:17]=[C:16]([Cl:19])[N:15]=[CH:14][C:13]=2[CH2:12][CH2:11][O:10]1.